This data is from Merck oncology drug combination screen with 23,052 pairs across 39 cell lines. The task is: Regression. Given two drug SMILES strings and cell line genomic features, predict the synergy score measuring deviation from expected non-interaction effect. (1) Drug 1: CN1C(=O)C=CC2(C)C3CCC4(C)C(NC(=O)OCC(F)(F)F)CCC4C3CCC12. Drug 2: Nc1ccn(C2OC(CO)C(O)C2(F)F)c(=O)n1. Cell line: LNCAP. Synergy scores: synergy=-73.7. (2) Cell line: SKMEL30. Synergy scores: synergy=13.8. Drug 1: COc1cc(C2c3cc4c(cc3C(OC3OC5COC(C)OC5C(O)C3O)C3COC(=O)C23)OCO4)cc(OC)c1O. Drug 2: O=C(NOCC(O)CO)c1ccc(F)c(F)c1Nc1ccc(I)cc1F.